This data is from Reaction yield outcomes from USPTO patents with 853,638 reactions. The task is: Predict the reaction yield, written as a fraction of the theoretical maximum amount of product (1.0 means a 100% yield; for example, 0.34 means a 34% yield). (1) The reactants are Cl[C:2]1[C:11]([CH:12]=[O:13])=[CH:10][C:9]2[C:4](=[CH:5][CH:6]=[CH:7][CH:8]=2)[N:3]=1.C([O-])([O-])=O.[Na+].[Na+].C(B(CC)[C:23]1[CH:24]=[N:25][CH:26]=[CH:27][CH:28]=1)C. The yield is 0.700. The catalyst is COCCOC.O. The product is [N:25]1[CH:26]=[CH:27][CH:28]=[C:23]([C:2]2[C:11]([CH:12]=[O:13])=[CH:10][C:9]3[C:4](=[CH:5][CH:6]=[CH:7][CH:8]=3)[N:3]=2)[CH:24]=1. (2) The reactants are [OH:1][C:2]1[CH:3]=[CH:4][C:5]2[C:6]3[N:7]([CH2:23][CH2:24][N:25]=3)[C:8]([NH:14][C:15]([C:17]3[CH:18]=[N:19][CH:20]=[CH:21][CH:22]=3)=[O:16])=[N:9][C:10]=2[C:11]=1[O:12][CH3:13].C(O)(C(F)(F)F)=O.C(=O)([O-])[O-].[Cs+].[Cs+].CS(O[CH2:44][C@@H:45]1[O:47][CH2:46]1)(=O)=O. The catalyst is CN(C=O)C. The product is [CH3:13][O:12][C:11]1[C:10]2[N:9]=[C:8]([NH:14][C:15](=[O:16])[C:17]3[CH:22]=[CH:21][CH:20]=[N:19][CH:18]=3)[N:7]3[CH2:23][CH2:24][N:25]=[C:6]3[C:5]=2[CH:4]=[CH:3][C:2]=1[O:1][CH2:44][C@H:45]1[CH2:46][O:47]1. The yield is 0.690. (3) The reactants are CC(N=NC(C#N)(C)C)(C#N)C.C1C(=O)N(Br)C(=[O:16])C1.[F:21][C:22]1[CH:27]=[CH:26][C:25]([C:28]2[O:46][C:31]3=[N:32][CH:33]=[C:34]([C:36]4[CH:37]=[C:38]([CH:43]=[CH:44][CH:45]=4)[C:39]([O:41][CH3:42])=[O:40])[CH:35]=[C:30]3[C:29]=2[CH3:47])=[CH:24][CH:23]=1.C[N+]1([O-])CCOCC1. The catalyst is C(Cl)(Cl)(Cl)Cl.CCOC(C)=O. The product is [F:21][C:22]1[CH:23]=[CH:24][C:25]([C:28]2[O:46][C:31]3=[N:32][CH:33]=[C:34]([C:36]4[CH:37]=[C:38]([CH:43]=[CH:44][CH:45]=4)[C:39]([O:41][CH3:42])=[O:40])[CH:35]=[C:30]3[C:29]=2[CH:47]=[O:16])=[CH:26][CH:27]=1. The yield is 0.200.